This data is from NCI-60 drug combinations with 297,098 pairs across 59 cell lines. The task is: Regression. Given two drug SMILES strings and cell line genomic features, predict the synergy score measuring deviation from expected non-interaction effect. Drug 1: C1CC(C1)(C(=O)O)C(=O)O.[NH2-].[NH2-].[Pt+2]. Drug 2: C(CC(=O)O)C(=O)CN.Cl. Cell line: TK-10. Synergy scores: CSS=-1.16, Synergy_ZIP=-0.591, Synergy_Bliss=-1.19, Synergy_Loewe=-1.12, Synergy_HSA=-0.905.